Predict the reactants needed to synthesize the given product. From a dataset of Full USPTO retrosynthesis dataset with 1.9M reactions from patents (1976-2016). The reactants are: [Br:1][C:2]1[S:10][C:9]2[CH2:8][CH2:7][NH:6][CH2:5][C:4]=2[CH:3]=1.[C:11](O)(=O)[CH3:12].[BH4-].[Na+]. Given the product [Br:1][C:2]1[S:10][C:9]2[CH2:8][CH2:7][N:6]([CH2:11][CH3:12])[CH2:5][C:4]=2[CH:3]=1, predict the reactants needed to synthesize it.